This data is from Forward reaction prediction with 1.9M reactions from USPTO patents (1976-2016). The task is: Predict the product of the given reaction. (1) Given the reactants [NH2:1][C@H:2]1[C:11]2[C:6](=[CH:7][CH:8]=[C:9]([Br:12])[CH:10]=2)[N:5]([C:13](=[O:15])[CH3:14])[C@@H:4]([CH3:16])[CH2:3]1.Cl[C:18]1[CH:25]=[CH:24][C:21]([C:22]#[N:23])=[CH:20][N:19]=1.CCN(C(C)C)C(C)C, predict the reaction product. The product is: [C:13]([N:5]1[C:6]2[C:11](=[CH:10][C:9]([Br:12])=[CH:8][CH:7]=2)[C@H:2]([NH:1][C:18]2[CH:25]=[CH:24][C:21]([C:22]#[N:23])=[CH:20][N:19]=2)[CH2:3][C@@H:4]1[CH3:16])(=[O:15])[CH3:14]. (2) Given the reactants [CH3:1][C:2]1[CH:7]=[CH:6][C:5]([NH:8][C:9](=[O:15])[O:10][C:11]([CH3:14])([CH3:13])[CH3:12])=[CH:4][C:3]=1[N+:16]([O-])=O, predict the reaction product. The product is: [NH2:16][C:3]1[CH:4]=[C:5]([NH:8][C:9](=[O:15])[O:10][C:11]([CH3:13])([CH3:12])[CH3:14])[CH:6]=[CH:7][C:2]=1[CH3:1]. (3) The product is: [Cl:1][C:2]1[N:6]=[C:5]([C:11]2[CH:12]=[CH:13][CH:14]=[CH:15][C:10]=2[O:9][CH3:8])[S:4][N:3]=1. Given the reactants [Cl:1][C:2]1[N:6]=[C:5](Cl)[S:4][N:3]=1.[CH3:8][O:9][C:10]1[CH:15]=[CH:14][CH:13]=[CH:12][C:11]=1B(O)O.C([O-])([O-])=O.[K+].[K+].CC#N, predict the reaction product. (4) Given the reactants [Cl:1][C:2]1[CH:37]=[CH:36][C:5]2[CH:6]([CH2:32][CH:33]([CH3:35])[CH3:34])[C:7](=[O:31])[N:8]([CH2:18][C:19]([NH:21][CH:22]([CH2:29][CH3:30])[CH2:23][CH2:24][C:25]([O:27]C)=[O:26])=[O:20])[CH2:9][CH:10]([C:11]3[CH:16]=[CH:15][CH:14]=[CH:13][C:12]=3[Cl:17])[C:4]=2[CH:3]=1.[OH-].[Na+].Cl, predict the reaction product. The product is: [Cl:1][C:2]1[CH:37]=[CH:36][C:5]2[CH:6]([CH2:32][CH:33]([CH3:34])[CH3:35])[C:7](=[O:31])[N:8]([CH2:18][C:19]([NH:21][CH:22]([CH2:29][CH3:30])[CH2:23][CH2:24][C:25]([OH:27])=[O:26])=[O:20])[CH2:9][CH:10]([C:11]3[CH:16]=[CH:15][CH:14]=[CH:13][C:12]=3[Cl:17])[C:4]=2[CH:3]=1. (5) Given the reactants [C:1](=[N:14]O)([C:8]1[CH:13]=[CH:12][CH:11]=[CH:10][CH:9]=1)[C:2]1[CH:7]=[CH:6][CH:5]=[CH:4][CH:3]=1.[ClH:16], predict the reaction product. The product is: [ClH:16].[C:2]1([CH:1]([NH2:14])[C:8]2[CH:9]=[CH:10][CH:11]=[CH:12][CH:13]=2)[CH:7]=[CH:6][CH:5]=[CH:4][CH:3]=1. (6) The product is: [CH:1]1([CH2:4][O:5][C:6]2[CH:25]=[CH:24][C:9]([C:10]([O:12][CH2:13][C:14]([OH:16])=[O:15])=[O:11])=[CH:8][C:7]=2[O:26][S:27]([CH3:30])(=[O:29])=[O:28])[CH2:3][CH2:2]1. Given the reactants [CH:1]1([CH2:4][O:5][C:6]2[CH:25]=[CH:24][C:9]([C:10]([O:12][CH2:13][C:14]([O:16]CC3C=CC=CC=3)=[O:15])=[O:11])=[CH:8][C:7]=2[O:26][S:27]([CH3:30])(=[O:29])=[O:28])[CH2:3][CH2:2]1, predict the reaction product. (7) Given the reactants [Cl:1][C:2]1[CH:10]=[CH:9][C:8]([N+:11]([O-:13])=[O:12])=[CH:7][C:3]=1[C:4](Cl)=[O:5].[CH3:14][C:15]1[CH:21]=[CH:20][C:18]([NH2:19])=[CH:17][CH:16]=1.C(OCC)(=O)C.C(=O)(O)[O-].[Na+], predict the reaction product. The product is: [CH3:14][C:15]1[CH:21]=[CH:20][C:18]([NH:19][C:4]([C:3]2[CH:7]=[C:8]([N+:11]([O-:13])=[O:12])[CH:9]=[CH:10][C:2]=2[Cl:1])=[O:5])=[CH:17][CH:16]=1. (8) Given the reactants [N+](C1C=C(S(O[CH2:14][C@@H:15]2[CH2:17][O:16]2)(=O)=O)C=CC=1)([O-])=O.[F:18][C:19]1[CH:24]=[CH:23][C:22]([CH2:25][CH2:26][C:27]([O:29][CH3:30])=[O:28])=[C:21]([OH:31])[CH:20]=1.C([O-])([O-])=O.[Cs+].[Cs+], predict the reaction product. The product is: [F:18][C:19]1[CH:24]=[CH:23][C:22]([CH2:25][CH2:26][C:27]([O:29][CH3:30])=[O:28])=[C:21]([O:31][CH2:14][C@@H:15]2[CH2:17][O:16]2)[CH:20]=1. (9) Given the reactants [OH-].[Na+].C[O:4][C:5]([C:7]1([NH:13][C:14]([C:16]2[CH:21]=[CH:20][C:19]([CH2:22][N:23]3[CH2:28][CH2:27][O:26][CH2:25][CH2:24]3)=[CH:18][CH:17]=2)=O)[CH2:12][CH2:11][CH2:10][CH2:9][CH2:8]1)=[O:6].Cl.C(N(CC)CC)C.Cl.C(N=C=NCCCN(C)C)C, predict the reaction product. The product is: [N:23]1([CH2:22][C:19]2[CH:18]=[CH:17][C:16]([C:14]3[O:4][C:5](=[O:6])[C:7]4([CH2:8][CH2:9][CH2:10][CH2:11][CH2:12]4)[N:13]=3)=[CH:21][CH:20]=2)[CH2:28][CH2:27][O:26][CH2:25][CH2:24]1. (10) Given the reactants [Cl:1][C:2]1[C:3]([I:10])=[C:4]([OH:9])[CH:5]=[C:6]([Cl:8])[CH:7]=1.[CH3:11]I, predict the reaction product. The product is: [Cl:1][C:2]1[CH:7]=[C:6]([Cl:8])[CH:5]=[C:4]([O:9][CH3:11])[C:3]=1[I:10].